This data is from CYP3A4 inhibition data for predicting drug metabolism from PubChem BioAssay. The task is: Regression/Classification. Given a drug SMILES string, predict its absorption, distribution, metabolism, or excretion properties. Task type varies by dataset: regression for continuous measurements (e.g., permeability, clearance, half-life) or binary classification for categorical outcomes (e.g., BBB penetration, CYP inhibition). Dataset: cyp3a4_veith. (1) The result is 1 (inhibitor). The drug is O=C(c1cccc(F)c1)N1CCC[C@@]2(CCN(Cc3nccs3)C2)C1. (2) The molecule is CCC(=O)[C@@]1(C)[C@H](C)C[C@@H]2[C@@H]3CCC4=CC(=O)C=C[C@@]4(C)[C@H]3[C@H](O)C[C@]21C. The result is 0 (non-inhibitor). (3) The compound is CC(NC(=O)c1ccccc1)(C(=O)O)C(=O)O. The result is 0 (non-inhibitor). (4) The compound is C/C(CC(=O)Nc1cc(Cl)ccc1Cl)=N\NC(N)=S. The result is 1 (inhibitor). (5) The drug is c1cc(CSSCc2ccncc2)ccn1. The result is 1 (inhibitor). (6) The result is 1 (inhibitor). The compound is CCN(CC)CCCN(Cc1cc2ccc(C)c(C)c2[nH]c1=O)C(=O)NC1CCCCC1. (7) The molecule is COc1ccc(S(=O)(=O)N(CC(=O)N2CCCC2)Cc2ccccc2)cc1. The result is 1 (inhibitor). (8) The drug is CC(Oc1ccc(-c2ccccc2)cc1)C(=O)O. The result is 0 (non-inhibitor). (9) The drug is Cc1cc(=O)oc2cc(O)ccc12. The result is 0 (non-inhibitor).